From a dataset of Forward reaction prediction with 1.9M reactions from USPTO patents (1976-2016). Predict the product of the given reaction. Given the reactants C[O:2][C:3]([C:5]1[S:6][C:7]([C:24]2[CH:29]=[CH:28][CH:27]=[CH:26][CH:25]=2)=[CH:8][C:9]=1[N:10]([C:14](=[O:23])[C:15]1[CH:20]=[CH:19][C:18]([Cl:21])=[CH:17][C:16]=1[Cl:22])[CH:11]([CH3:13])[CH3:12])=[O:4].[Li+].[OH-], predict the reaction product. The product is: [Cl:22][C:16]1[CH:17]=[C:18]([Cl:21])[CH:19]=[CH:20][C:15]=1[C:14]([N:10]([CH:11]([CH3:13])[CH3:12])[C:9]1[CH:8]=[C:7]([C:24]2[CH:25]=[CH:26][CH:27]=[CH:28][CH:29]=2)[S:6][C:5]=1[C:3]([OH:4])=[O:2])=[O:23].